From a dataset of Full USPTO retrosynthesis dataset with 1.9M reactions from patents (1976-2016). Predict the reactants needed to synthesize the given product. (1) Given the product [C:15]1([C@@H:21]([N:23]2[CH2:27][C@H:26]3[C:28](=[O:13])[CH2:29][CH2:30][C@H:25]3[CH2:24]2)[CH3:22])[CH:20]=[CH:19][CH:18]=[CH:17][CH:16]=1, predict the reactants needed to synthesize it. The reactants are: C1(C2(C(O)=[O:13])CCCC2)C=CC=CC=1.[C:15]1([C@@H:21]([N:23]2[CH2:27][C@@H:26]3[CH:28](N)[CH2:29][CH2:30][C@@H:25]3[CH2:24]2)[CH3:22])[CH:20]=[CH:19][CH:18]=[CH:17][CH:16]=1.C(N1C[C@H]2C(N)CC[C@H]2C1)C1C=CC=CC=1. (2) Given the product [NH2:42][C:37]1[CH:38]=[CH:39][CH:40]=[CH:41][C:36]=1[NH:35][C:33]([C:32]1[CH:43]=[CH:44][C:29]([CH2:28][NH:27][C:24]([C:20]2[C:21]3[C:16](=[CH:15][C:14]([O:13][C:7]4[C:6]5[C:5](=[CH:4][C:3]([O:2][CH3:1])=[CH:12][CH:11]=5)[N:10]=[CH:9][CH:8]=4)=[CH:23][CH:22]=3)[CH:17]=[CH:18][CH:19]=2)=[O:26])=[CH:30][CH:31]=1)=[O:34], predict the reactants needed to synthesize it. The reactants are: [CH3:1][O:2][C:3]1[CH:12]=[C:11]2[C:6]([C:7]([O:13][C:14]3[CH:15]=[C:16]4[C:21](=[CH:22][CH:23]=3)[C:20]([C:24]([OH:26])=O)=[CH:19][CH:18]=[CH:17]4)=[CH:8][CH:9]=[N:10]2)=[CH:5][CH:4]=1.[NH2:27][CH2:28][C:29]1[CH:44]=[CH:43][C:32]([C:33]([NH:35][C:36]2[CH:41]=[CH:40][CH:39]=[CH:38][C:37]=2[NH2:42])=[O:34])=[CH:31][CH:30]=1. (3) Given the product [S:14]1[C:18]2[CH:19]=[CH:20][CH:21]=[CH:22][C:17]=2[CH:16]=[C:15]1[C:23]([NH:25][C@H:26]([C:31]([NH:1][CH2:2][CH2:3][CH2:4][N:5]([CH3:13])[C:6](=[O:12])[O:7][C:8]([CH3:10])([CH3:9])[CH3:11])=[O:32])[CH2:27][CH:28]([CH3:29])[CH3:30])=[O:24], predict the reactants needed to synthesize it. The reactants are: [NH2:1][CH2:2][CH2:3][CH2:4][N:5]([CH3:13])[C:6](=[O:12])[O:7][C:8]([CH3:11])([CH3:10])[CH3:9].[S:14]1[C:18]2[CH:19]=[CH:20][CH:21]=[CH:22][C:17]=2[CH:16]=[C:15]1[C:23]([NH:25][C@H:26]([C:31](O)=[O:32])[CH2:27][CH:28]([CH3:30])[CH3:29])=[O:24].ON1C(=O)C2C=CC=CC=2N=N1.CN1CCOCC1.CCN=C=NCCCN(C)C.Cl. (4) Given the product [CH2:1]([C@H:3]1[C@@H:7]([C:8]2[N:12]3[C:13]4[CH:19]=[CH:18][N:17]([S:20]([C:23]5[CH:24]=[CH:25][C:26]([CH3:27])=[CH:28][CH:29]=5)(=[O:22])=[O:21])[C:14]=4[N:15]=[CH:16][C:11]3=[N:10][N:9]=2)[CH2:6][C@@H:5]([NH:30][S:44]([C:41]([CH3:43])([CH3:42])[CH3:40])(=[O:45])=[O:55])[CH2:4]1)[CH3:2], predict the reactants needed to synthesize it. The reactants are: [CH2:1]([C@H:3]1[C@@H:7]([C:8]2[N:12]3[C:13]4[CH:19]=[CH:18][N:17]([S:20]([C:23]5[CH:29]=[CH:28][C:26]([CH3:27])=[CH:25][CH:24]=5)(=[O:22])=[O:21])[C:14]=4[N:15]=[CH:16][C:11]3=[N:10][N:9]=2)[CH2:6][C@@H:5]([NH2:30])[CH2:4]1)[CH3:2].CCN(C(C)C)C(C)C.[CH3:40][C:41]([S:44](Cl)=[O:45])([CH3:43])[CH3:42].ClC1C=CC=C(C(OO)=[O:55])C=1. (5) The reactants are: [Cl:1][C:2]1[CH:3]=[C:4]([NH2:11])[C:5](=[CH:9][CH:10]=1)[C:6]([OH:8])=O.[C:12](OC(=O)C)(=O)[CH3:13].[CH2:19]([NH2:27])[CH2:20][C:21]1[CH:26]=[CH:25][CH:24]=[CH:23][CH:22]=1. Given the product [Cl:1][C:2]1[CH:3]=[C:4]2[C:5]([C:6](=[O:8])[N:27]([CH2:19][CH2:20][C:21]3[CH:26]=[CH:25][CH:24]=[CH:23][CH:22]=3)[C:12]([CH3:13])=[N:11]2)=[CH:9][CH:10]=1, predict the reactants needed to synthesize it. (6) Given the product [CH2:33]([O:20][C:19](=[O:21])[C@@H:9]([NH:8][C:1]([O:3][C:4]([CH3:5])([CH3:7])[CH3:6])=[O:2])[CH2:10][C:11]1[CH:12]=[CH:13][C:14]([O:17][CH3:18])=[CH:15][CH:16]=1)[C:34]1[CH:39]=[CH:38][CH:37]=[CH:36][CH:35]=1, predict the reactants needed to synthesize it. The reactants are: [C:1]([NH:8][C@H:9]([C:19]([OH:21])=[O:20])[CH2:10][C:11]1[CH:16]=[CH:15][C:14]([O:17][CH3:18])=[CH:13][CH:12]=1)([O:3][C:4]([CH3:7])([CH3:6])[CH3:5])=[O:2].C(N(CC)CC)C.ClC(O[CH2:33][C:34]1[CH:39]=[CH:38][CH:37]=[CH:36][CH:35]=1)=O. (7) The reactants are: [H-].[Na+].[N+:3]([C:6]1[CH:11]=[CH:10][C:9]([NH:12][C:13]2[CH:18]=[CH:17][C:16]([SH:19])=[CH:15][CH:14]=2)=[CH:8][CH:7]=1)([O-:5])=[O:4].Br[CH2:21][CH2:22][CH2:23][CH2:24][CH3:25]. Given the product [N+:3]([C:6]1[CH:7]=[CH:8][C:9]([N:12]([CH2:21][CH2:22][CH2:23][CH2:24][CH3:25])[C:13]2[CH:18]=[CH:17][C:16]([SH:19])=[CH:15][CH:14]=2)=[CH:10][CH:11]=1)([O-:5])=[O:4], predict the reactants needed to synthesize it.